From a dataset of Catalyst prediction with 721,799 reactions and 888 catalyst types from USPTO. Predict which catalyst facilitates the given reaction. (1) Reactant: C([Si]([O:8]/[C:9](/[C:12]1[CH:17]=[CH:16][CH:15]=[C:14]([Cl:18])[CH:13]=1)=[CH:10]\[CH3:11])(C)C)(C)(C)C.CC[C@H]1[C@H]2C[C@H]([C@H](OC3C4C(=CC=CC=4)C(O[C@H](C4C=CN=C5C=4C=C(OC)C=C5)[C@@H]4N5C[C@H](CC)[C@@H](CC5)C4)=NN=3)C3C=CN=C4C=3C=C([O:40]C)C=C4)N(CC2)C1.CS(N)(=O)=O. Product: [Cl:18][C:14]1[CH:13]=[C:12]([C:9](=[O:8])[C@@H:10]([OH:40])[CH3:11])[CH:17]=[CH:16][CH:15]=1. The catalyst class is: 371. (2) Reactant: [CH3:1][O:2][C:3]1[CH:8]=[CH:7][C:6]([C:9]2[N:14]=[C:13]([CH2:15][C:16]([O-])=[O:17])[C:12]([CH3:19])=[CH:11][CH:10]=2)=[CH:5][CH:4]=1.[Li+].[BH4-]. Product: [CH3:1][O:2][C:3]1[CH:8]=[CH:7][C:6]([C:9]2[N:14]=[C:13]([CH2:15][CH2:16][OH:17])[C:12]([CH3:19])=[CH:11][CH:10]=2)=[CH:5][CH:4]=1. The catalyst class is: 1. (3) Reactant: [N:1]1[CH:6]=[CH:5][CH:4]=[CH:3][C:2]=1[CH:7]=[CH:8][C:9]1[C:17]2[C:12](=[CH:13][C:14]([NH:18][C:19]3[CH:27]=[CH:26][CH:25]=[CH:24][C:20]=3[C:21]([OH:23])=O)=[CH:15][CH:16]=2)[NH:11][N:10]=1.[CH2:28]([NH2:35])[C:29]1[CH:34]=[CH:33][CH:32]=[CH:31][CH:30]=1.C(N(CC)CC)C.CN(C(ON1N=NC2C=CC=NC1=2)=[N+](C)C)C.F[P-](F)(F)(F)(F)F. Product: [CH2:28]([NH:35][C:21](=[O:23])[C:20]1[CH:24]=[CH:25][CH:26]=[CH:27][C:19]=1[NH:18][C:14]1[CH:13]=[C:12]2[C:17]([C:9](/[CH:8]=[CH:7]/[C:2]3[CH:3]=[CH:4][CH:5]=[CH:6][N:1]=3)=[N:10][NH:11]2)=[CH:16][CH:15]=1)[C:29]1[CH:34]=[CH:33][CH:32]=[CH:31][CH:30]=1. The catalyst class is: 3. (4) Reactant: [C:1]1(=[O:6])[CH2:5][CH2:4][CH:3]=[CH:2]1.[C:7]1(=[O:17])[NH:11][C:10](=[O:12])[C:9]2=[CH:13][CH:14]=[CH:15][CH:16]=[C:8]12.C(=O)([O-])[O-].[Na+].[Na+]. Product: [O:6]=[C:1]1[CH2:5][CH2:4][CH:3]([N:11]2[C:7](=[O:17])[C:8]3[C:9](=[CH:13][CH:14]=[CH:15][CH:16]=3)[C:10]2=[O:12])[CH2:2]1. The catalyst class is: 5. (5) Reactant: [Cl:1][C:2]1[CH:3]=[C:4]([OH:21])[CH:5]=[C:6]2[C:11]=1[O:10][CH:9]([C:12]([F:15])([F:14])[F:13])[C:8]([C:16]([O:18][CH2:19][CH3:20])=[O:17])=[CH:7]2.C([O-])([O-])=O.[K+].[K+].[CH2:28](Br)[C:29]1[CH:34]=[CH:33][CH:32]=[CH:31][CH:30]=1.O. Product: [CH2:28]([O:21][C:4]1[CH:5]=[C:6]2[C:11](=[C:2]([Cl:1])[CH:3]=1)[O:10][CH:9]([C:12]([F:15])([F:14])[F:13])[C:8]([C:16]([O:18][CH2:19][CH3:20])=[O:17])=[CH:7]2)[C:29]1[CH:34]=[CH:33][CH:32]=[CH:31][CH:30]=1. The catalyst class is: 3. (6) Reactant: [NH2:1][C:2]1[CH:7]=[CH:6][C:5]([CH2:8][CH2:9][N:10]2[C:15]3[N:16]=[C:17]([NH:20][CH2:21][CH2:22][CH2:23][CH2:24][N:25]([CH2:28][CH3:29])[CH2:26][CH3:27])[N:18]=[CH:19][C:14]=3[CH:13]=[C:12]([C:30]3[CH:35]=[CH:34][CH:33]=[CH:32][C:31]=3[Cl:36])[C:11]2=[O:37])=[CH:4][CH:3]=1.[C:38](Cl)(=[O:41])[CH:39]=[CH2:40]. Product: [Cl:36][C:31]1[CH:32]=[CH:33][CH:34]=[CH:35][C:30]=1[C:12]1[C:11](=[O:37])[N:10]([CH2:9][CH2:8][C:5]2[CH:6]=[CH:7][C:2]([NH:1][C:38](=[O:41])[CH:39]=[CH2:40])=[CH:3][CH:4]=2)[C:15]2[N:16]=[C:17]([NH:20][CH2:21][CH2:22][CH2:23][CH2:24][N:25]([CH2:28][CH3:29])[CH2:26][CH3:27])[N:18]=[CH:19][C:14]=2[CH:13]=1. The catalyst class is: 4. (7) Reactant: [CH3:1][C:2]1[CH:16]=[CH:15][CH:14]=[CH:13][C:3]=1[CH2:4][C:5]1[O:9][N:8]=[C:7]([C:10]([OH:12])=O)[CH:6]=1.[O:17]1[CH2:21][CH2:20][CH:19]([CH2:22][NH2:23])[CH2:18]1.C(N(CC)CC)C.ON1C2C=CC=CC=2N=N1.Cl.C(N=C=NCCCN(C)C)C. Product: [O:17]1[CH2:21][CH2:20][CH:19]([CH2:22][NH:23][C:10]([C:7]2[CH:6]=[C:5]([CH2:4][C:3]3[CH:13]=[CH:14][CH:15]=[CH:16][C:2]=3[CH3:1])[O:9][N:8]=2)=[O:12])[CH2:18]1. The catalyst class is: 408. (8) The catalyst class is: 10. Reactant: CC1C=CC(S(O[CH2:12][CH:13]2[O:18][C:17]3[CH:19]=[C:20]([F:23])[CH:21]=[CH:22][C:16]=3[O:15][CH2:14]2)(=O)=O)=CC=1.[CH2:24]([NH:26][CH2:27][CH3:28])[CH3:25]. Product: [CH2:24]([N:26]([CH2:12][CH:13]1[O:18][C:17]2[CH:19]=[C:20]([F:23])[CH:21]=[CH:22][C:16]=2[O:15][CH2:14]1)[CH2:27][CH3:28])[CH3:25]. (9) Reactant: [F:1][CH2:2][CH2:3][NH:4][C:5]1[CH2:9][O:8][C:7](=[O:10])[CH:6]=1.[H-].[Na+].Br[CH2:14][C:15]1[CH:16]=[N:17][C:18]([Cl:22])=[C:19]([Cl:21])[CH:20]=1.CO. Product: [Cl:21][C:19]1[CH:20]=[C:15]([CH2:14][N:4]([CH2:3][CH2:2][F:1])[C:5]2[CH2:9][O:8][C:7](=[O:10])[CH:6]=2)[CH:16]=[N:17][C:18]=1[Cl:22]. The catalyst class is: 7. (10) Reactant: [NH2:1][C:2]1[CH:7]=[CH:6][C:5]([S:8]([NH:11][C:12]2[CH:13]=[CH:14][C:15]3[CH2:19][O:18][B:17]([OH:20])[C:16]=3[CH:21]=2)(=[O:10])=[O:9])=[C:4]([CH2:22][NH2:23])[CH:3]=1.Cl[C:25]([O:27][CH2:28][CH2:29][CH3:30])=[O:26]. Product: [NH2:1][C:2]1[CH:7]=[CH:6][C:5]([S:8](=[O:9])(=[O:10])[NH:11][C:12]2[CH:13]=[CH:14][C:15]3[CH2:19][O:18][B:17]([OH:20])[C:16]=3[CH:21]=2)=[C:4]([CH:3]=1)[CH2:22][NH:23][C:25](=[O:26])[O:27][CH2:28][CH2:29][CH3:30]. The catalyst class is: 1.